This data is from Forward reaction prediction with 1.9M reactions from USPTO patents (1976-2016). The task is: Predict the product of the given reaction. Given the reactants [Cl:1][C:2]1[C:7]([F:8])=[CH:6][CH:5]=[C:4]([Cl:9])[C:3]=1[C@H:10]([O:12][C:13]1[C:14]2[O:22][CH:21]=[C:20](Br)[C:15]=2[CH:16]=[N:17][C:18]=1[NH2:19])[CH3:11].[CH3:24][N:25]1[CH:30]2[CH2:31][CH2:32][CH:26]1[CH:27]=[C:28]([Sn](C)(C)C)[CH2:29]2.C1(C)C=CC=CC=1P(C1C=CC=CC=1C)C1C=CC=CC=1C.CN(C=O)C, predict the reaction product. The product is: [Cl:1][C:2]1[C:7]([F:8])=[CH:6][CH:5]=[C:4]([Cl:9])[C:3]=1[C@H:10]([O:12][C:13]1[C:14]2[O:22][CH:21]=[C:20]([C:28]3[CH2:29][CH:30]4[N:25]([CH3:24])[CH:26]([CH2:32][CH2:31]4)[CH:27]=3)[C:15]=2[CH:16]=[N:17][C:18]=1[NH2:19])[CH3:11].